From a dataset of Forward reaction prediction with 1.9M reactions from USPTO patents (1976-2016). Predict the product of the given reaction. (1) Given the reactants [F:1][C:2]1[CH:3]=[C:4]([C:9]2([OH:14])[CH2:13][CH2:12][NH:11][CH2:10]2)[CH:5]=[C:6]([F:8])[CH:7]=1.C(=O)([O-])[O-].[K+].[K+].Br[CH2:22][CH:23]([CH3:25])[CH3:24].C(O)(=O)C(O)=O, predict the reaction product. The product is: [F:1][C:2]1[CH:3]=[C:4]([C:9]2([OH:14])[CH2:13][CH2:12][N:11]([CH2:22][CH:23]([CH3:25])[CH3:24])[CH2:10]2)[CH:5]=[C:6]([F:8])[CH:7]=1. (2) Given the reactants [CH3:1][C:2]([O:5][C:6]([N:8]1[CH2:13][CH2:12][N:11]([C:14]([O:16][C:17]([CH3:20])([CH3:19])[CH3:18])=[O:15])[CH2:10][CH:9]1[C:21](O)=[O:22])=[O:7])([CH3:4])[CH3:3].C1CCC(N=C=NC2CCCCC2)CC1.[CH3:39][C:40]1([CH3:48])[O:45][C:44](=[O:46])[CH2:43][C:42](=[O:47])[O:41]1, predict the reaction product. The product is: [CH3:39][C:40]1([CH3:48])[O:45][C:44](=[O:46])[C:43](=[C:21]([OH:22])[CH:9]2[CH2:10][N:11]([C:14]([O:16][C:17]([CH3:20])([CH3:18])[CH3:19])=[O:15])[CH2:12][CH2:13][N:8]2[C:6]([O:5][C:2]([CH3:4])([CH3:3])[CH3:1])=[O:7])[C:42](=[O:47])[O:41]1. (3) The product is: [CH2:21]([O:23][C:24]([C:26]1[O:27][C:28]([CH2:31][N:4]2[C:3]([CH2:2][OH:1])=[CH:7][N:6]=[CH:5]2)=[CH:29][CH:30]=1)=[O:25])[CH3:22]. Given the reactants [OH:1][CH2:2][C:3]1[N:4]=[CH:5][NH:6][C:7]=1C.COC(=O)C1C=CC(CBr)=CC=1.[CH2:21]([O:23][C:24]([C:26]1[O:27][C:28]([CH2:31]Cl)=[CH:29][CH:30]=1)=[O:25])[CH3:22], predict the reaction product. (4) The product is: [Br:28][CH2:25][C:22]1[S:23][CH:24]=[C:20]([CH2:19][O:18][Si:1]([C:14]([CH3:17])([CH3:16])[CH3:15])([C:8]2[CH:13]=[CH:12][CH:11]=[CH:10][CH:9]=2)[C:2]2[CH:7]=[CH:6][CH:5]=[CH:4][CH:3]=2)[CH:21]=1. Given the reactants [Si:1]([O:18][CH2:19][C:20]1[CH:21]=[C:22]([CH2:25]O)[S:23][CH:24]=1)([C:14]([CH3:17])([CH3:16])[CH3:15])([C:8]1[CH:13]=[CH:12][CH:11]=[CH:10][CH:9]=1)[C:2]1[CH:7]=[CH:6][CH:5]=[CH:4][CH:3]=1.P(Br)(Br)[Br:28], predict the reaction product. (5) Given the reactants [CH2:1]([O:13][C:14]1[N:15]=[CH:16][S:17][CH:18]=1)[CH2:2][CH2:3][CH2:4][CH2:5][CH2:6][CH2:7][CH2:8][CH2:9][CH2:10][CH2:11][CH3:12].[Li]CCCC.[CH:24]([Si:27]([CH:32]([CH3:34])[CH3:33])([CH:29]([CH3:31])[CH3:30])Cl)([CH3:26])[CH3:25], predict the reaction product. The product is: [CH2:1]([O:13][C:14]1[N:15]=[C:16]([Si:27]([CH:32]([CH3:34])[CH3:33])([CH:29]([CH3:31])[CH3:30])[CH:24]([CH3:26])[CH3:25])[S:17][CH:18]=1)[CH2:2][CH2:3][CH2:4][CH2:5][CH2:6][CH2:7][CH2:8][CH2:9][CH2:10][CH2:11][CH3:12]. (6) Given the reactants O.NN.[CH3:4][N:5]([CH3:39])[C:6](=S)[C:7]1[CH:12]=[CH:11][CH:10]=[C:9]([O:13][C:14]2[CH:23]=[C:22]3[C:17]([C:18]([C:24]4[C:28]([C:29]5[CH:34]=[CH:33][CH:32]=[CH:31][N:30]=5)=[N:27][N:26]5[CH2:35][CH2:36][CH2:37][C:25]=45)=[CH:19][CH:20]=[N:21]3)=[CH:16][CH:15]=2)[CH:8]=1, predict the reaction product. The product is: [CH3:4][N:5]([CH3:39])[CH2:6][C:7]1[CH:12]=[CH:11][CH:10]=[C:9]([O:13][C:14]2[CH:23]=[C:22]3[C:17]([C:18]([C:24]4[C:28]([C:29]5[CH:34]=[CH:33][CH:32]=[CH:31][N:30]=5)=[N:27][N:26]5[CH2:35][CH2:36][CH2:37][C:25]=45)=[CH:19][CH:20]=[N:21]3)=[CH:16][CH:15]=2)[CH:8]=1.